This data is from Reaction yield outcomes from USPTO patents with 853,638 reactions. The task is: Predict the reaction yield, written as a fraction of the theoretical maximum amount of product (1.0 means a 100% yield; for example, 0.34 means a 34% yield). (1) The reactants are [NH2:1][CH:2]1[CH2:11][C:10]2[C:9]([C:12]([NH2:14])=[O:13])=[CH:8][CH:7]=[C:6]([F:15])[C:5]=2[O:4][CH2:3]1.[CH:16]1([C:19]([CH3:21])=O)[CH2:18][CH2:17]1.C(O)(=O)C.C([BH3-])#N.[Na+]. The catalyst is CO.CCOC(C)=O.O. The product is [CH:16]1([CH:19]([NH:1][CH:2]2[CH2:11][C:10]3[C:9]([C:12]([NH2:14])=[O:13])=[CH:8][CH:7]=[C:6]([F:15])[C:5]=3[O:4][CH2:3]2)[CH3:21])[CH2:18][CH2:17]1. The yield is 0.900. (2) The reactants are [CH3:1][C:2]1[O:6][N:5]=[C:4]([C:7]([OH:9])=O)[CH:3]=1.C(Cl)(=O)C(Cl)=O.[NH2:16][C:17]1[CH:18]=[C:19]([CH:36]=[CH:37][CH:38]=1)[O:20][C:21]1[CH:22]=[CH:23][C:24]2[N:25]([CH:27]=[C:28]([NH:30][C:31]([CH:33]3[CH2:35][CH2:34]3)=[O:32])[N:29]=2)[N:26]=1.C(N(CC)CC)C. The catalyst is CN(C)C=O.O1CCCC1. The product is [CH:33]1([C:31]([NH:30][C:28]2[N:29]=[C:24]3[CH:23]=[CH:22][C:21]([O:20][C:19]4[CH:18]=[C:17]([NH:16][C:7]([C:4]5[CH:3]=[C:2]([CH3:1])[O:6][N:5]=5)=[O:9])[CH:38]=[CH:37][CH:36]=4)=[N:26][N:25]3[CH:27]=2)=[O:32])[CH2:34][CH2:35]1. The yield is 0.580. (3) The reactants are [Br:1][C:2]1[N:3]=[N:4][C:5]([C:9]([F:12])([F:11])[F:10])=[CH:6][C:7]=1Br.C[O-].[Na+].[C:16](O)(=[O:18])C. The catalyst is CO. The product is [Br:1][C:2]1[N:3]=[N:4][C:5]([C:9]([F:12])([F:11])[F:10])=[CH:6][C:7]=1[O:18][CH3:16]. The yield is 0.640. (4) The reactants are [CH2:1]([O:3][C:4](=[O:31])[CH2:5][C:6]([CH3:30])([CH3:29])[C:7]#[C:8][C:9]1[CH:14]=[C:13]([N+:15]([O-:17])=[O:16])[CH:12]=[CH:11][C:10]=1[NH:18][CH2:19][CH2:20][O:21][Si](C(C)(C)C)(C)C)[CH3:2].CCCC[N+](CCCC)(CCCC)CCCC.[F-]. The catalyst is CC#N.Cl[Pd]Cl. The product is [CH2:1]([O:3][C:4](=[O:31])[CH2:5][C:6]([C:7]1[N:18]([CH2:19][CH2:20][OH:21])[C:10]2[C:9]([CH:8]=1)=[CH:14][C:13]([N+:15]([O-:17])=[O:16])=[CH:12][CH:11]=2)([CH3:30])[CH3:29])[CH3:2]. The yield is 0.600.